This data is from Experimentally validated miRNA-target interactions with 360,000+ pairs, plus equal number of negative samples. The task is: Binary Classification. Given a miRNA mature sequence and a target amino acid sequence, predict their likelihood of interaction. (1) The miRNA is hsa-miR-4458 with sequence AGAGGUAGGUGUGGAAGAA. The protein sequence of the target gene is MAGVGAGPLRAMGRQALLLLALCATGAQGLYFHIGETEKRCFIEEIPDETMVIGNYRTQMWDKQKEVFLPSTPGLGMHVEVKDPDGKVVLSRQYGSEGRFTFTSHTPGDHQICLHSNSTRMALFAGGKLRVHLDIQVGEHANNYPEIAAKDKLTELQLRARQLLDQVEQIQKEQDYQRYREERFRLTSESTNQRVLWWSIAQTVILILTGIWQMRHLKSFFEAKKLV. Result: 1 (interaction). (2) The miRNA is mmu-miR-1897-3p with sequence UCAACUCGUUCUGUCCGGUGAG. The protein sequence of the target gene is MEELLPDGQIWANMDPEERMLAAATAFTHICAGQGEGDVRREAQSIQYDPYSKASVAPGKRPALPVQLQYPHVESNVPSETVSEASQRLRKPVMKRKVLRRKPDGEVLVTDESIISESESGTENDQDLWDLRQRLMNVQFQEDKESSFDVSQKFNLPHEYQGISQDQLICSLQREGMGSPAYEQDLIVASRPKSFILPKLDQLSRNRGKTDRVARYFEYKRDWDSIRLPGEDHRKELRWGVREQMLCRAEPQSKPQHIYVPNNYLVPTEKKRSALRWGVRCDLANGVIPRKLPFPLSPS. Result: 0 (no interaction).